Dataset: Full USPTO retrosynthesis dataset with 1.9M reactions from patents (1976-2016). Task: Predict the reactants needed to synthesize the given product. (1) Given the product [C:1]12([CH:11]([OH:31])[CH2:12][NH:13][C:14]3[C:15]4[CH2:23][CH2:22][NH:21][CH2:20][C:16]=4[N:17]=[CH:18][N:19]=3)[CH2:8][CH:7]3[CH2:9][CH:3]([CH2:4][CH:5]([CH2:6]3)[CH2:10]1)[CH2:2]2, predict the reactants needed to synthesize it. The reactants are: [C:1]12([CH:11]([OH:31])[CH2:12][NH:13][C:14]3[C:15]4[CH2:23][CH2:22][N:21](CC5C=CC=CC=5)[CH2:20][C:16]=4[N:17]=[CH:18][N:19]=3)[CH2:10][CH:5]3[CH2:6][CH:7]([CH2:9][CH:3]([CH2:4]3)[CH2:2]1)[CH2:8]2.CO. (2) Given the product [CH3:19][O:20][C:21]1[N:22]=[CH:23][C:24]([C:2]2[S:6][CH:5]=[C:4]([C:7]([N:9]3[CH:18]4[CH:13]([CH2:14][CH2:15][CH2:16][CH2:17]4)[CH2:12][CH2:11][CH2:10]3)=[O:8])[CH:3]=2)=[CH:25][CH:26]=1, predict the reactants needed to synthesize it. The reactants are: Br[C:2]1[S:6][CH:5]=[C:4]([C:7]([N:9]2[C@@H:18]3[C@@H:13]([CH2:14][CH2:15][CH2:16][CH2:17]3)[CH2:12][CH2:11][CH2:10]2)=[O:8])[CH:3]=1.[CH3:19][O:20][C:21]1[CH:26]=[CH:25][C:24](B(O)O)=[CH:23][N:22]=1.C(=O)([O-])[O-].[Cs+].[Cs+]. (3) Given the product [F:17][C:8]1[CH:9]=[C:10]([NH:2][CH3:1])[C:11]([N+:13]([O-:15])=[O:14])=[CH:12][C:7]=1[C:6]([O:5][CH2:3][CH3:4])=[O:18], predict the reactants needed to synthesize it. The reactants are: [CH3:1][NH2:2].[CH2:3]([O:5][C:6](=[O:18])[C:7]1[CH:12]=[C:11]([N+:13]([O-:15])=[O:14])[C:10](F)=[CH:9][C:8]=1[F:17])[CH3:4]. (4) The reactants are: [NH2:1][C:2]1[C:23]([F:24])=[CH:22][CH:21]=[CH:20][C:3]=1[C:4]([NH:6][CH:7]1[CH2:12][CH2:11][N:10]([CH2:13][C:14]2[CH:19]=[CH:18][CH:17]=[CH:16][CH:15]=2)[CH2:9][CH2:8]1)=[O:5].Cl[C:26](Cl)([O:28]C(=O)OC(Cl)(Cl)Cl)Cl. Given the product [CH2:13]([N:10]1[CH2:11][CH2:12][CH:7]([N:6]2[C:4](=[O:5])[C:3]3[C:2](=[C:23]([F:24])[CH:22]=[CH:21][CH:20]=3)[NH:1][C:26]2=[O:28])[CH2:8][CH2:9]1)[C:14]1[CH:19]=[CH:18][CH:17]=[CH:16][CH:15]=1, predict the reactants needed to synthesize it. (5) Given the product [CH3:8][S:9]([O:17][C@H:16]1[CH2:18][O:19][CH2:13][C@H:14]1[O:15][S:9]([CH3:8])(=[O:11])=[O:10])(=[O:11])=[O:10], predict the reactants needed to synthesize it. The reactants are: C(N(CC)CC)C.[CH3:8][S:9](Cl)(=[O:11])=[O:10].[CH2:13]1[O:19][CH2:18][C@@H:16]([OH:17])[C@H:14]1[OH:15]. (6) Given the product [F:23][C:3]([F:2])([F:22])[C:4]1[CH:21]=[CH:20][CH:19]=[CH:18][C:5]=1[CH:6]([O:13][CH:14]1[CH2:17][N:16]([C:25]([NH:24][CH2:3][C:4]2[CH:21]=[CH:20][CH:19]=[CH:18][CH:5]=2)=[O:26])[CH2:15]1)[C:7]1[CH:8]=[CH:9][CH:10]=[CH:11][CH:12]=1, predict the reactants needed to synthesize it. The reactants are: Cl.[F:2][C:3]([F:23])([F:22])[C:4]1[CH:21]=[CH:20][CH:19]=[CH:18][C:5]=1[CH:6]([O:13][CH:14]1[CH2:17][NH:16][CH2:15]1)[C:7]1[CH:12]=[CH:11][CH:10]=[CH:9][CH:8]=1.[N-:24]=[C:25]=[O:26]. (7) Given the product [ClH:38].[NH2:30][C:26]1([C:24]([N:11]2[CH2:10][CH:9]([C:4]3[CH:5]=[CH:6][C:7]([CH3:8])=[C:2]([CH3:1])[CH:3]=3)[CH2:14][CH:13]([NH:15][C:16]([C:18]3[CH:19]=[CH:20][CH:21]=[CH:22][CH:23]=3)=[O:17])[CH2:12]2)=[O:25])[CH2:27][CH2:28][CH2:29]1, predict the reactants needed to synthesize it. The reactants are: [CH3:1][C:2]1[CH:3]=[C:4]([CH:9]2[CH2:14][CH:13]([NH:15][C:16]([C:18]3[CH:23]=[CH:22][CH:21]=[CH:20][CH:19]=3)=[O:17])[CH2:12][N:11]([C:24]([C:26]3([NH:30]C(=O)OC(C)(C)C)[CH2:29][CH2:28][CH2:27]3)=[O:25])[CH2:10]2)[CH:5]=[CH:6][C:7]=1[CH3:8].[ClH:38]. (8) Given the product [Br:1][C:2]1[C:11]2[C:6](=[CH:7][CH:8]=[CH:9][CH:10]=2)[C:5]([C:12]2[CH:17]=[CH:16][C:15]([Cl:18])=[CH:14][CH:13]=2)=[C:4]([CH:19]([O:22][Si:31]([C:34]([CH3:37])([CH3:36])[CH3:35])([CH3:33])[CH3:32])[CH:20]=[CH2:21])[C:3]=1[CH3:23], predict the reactants needed to synthesize it. The reactants are: [Br:1][C:2]1[C:11]2[C:6](=[CH:7][CH:8]=[CH:9][CH:10]=2)[C:5]([C:12]2[CH:17]=[CH:16][C:15]([Cl:18])=[CH:14][CH:13]=2)=[C:4]([CH:19]([OH:22])[CH:20]=[CH2:21])[C:3]=1[CH3:23].C(N(CC)CC)C.[Si:31](OS(C(F)(F)F)(=O)=O)([C:34]([CH3:37])([CH3:36])[CH3:35])([CH3:33])[CH3:32].